Task: Binary Classification. Given a miRNA mature sequence and a target amino acid sequence, predict their likelihood of interaction.. Dataset: Experimentally validated miRNA-target interactions with 360,000+ pairs, plus equal number of negative samples (1) The miRNA is hsa-miR-128-1-5p with sequence CGGGGCCGUAGCACUGUCUGAGA. The protein sequence of the target gene is MSSKQATSPFACTADGEEAMTQDLTSREKEEGSDQHPASHLPLHPIMHNKPHSEELPTLVSTIQQDADWDSVLSSQQRMESENNKLCSLYSFRNTSTSPHKPDEGSREREIMNSVTFGTPERRKGSLADVVDTLKQKKLEEMTRTEQEDSSCMEKLLSKDWKEKMERLNTSELLGEIKGTPESLAEKERQLSTMITQLISLREQLLAAHDEQKKLAASQIEKQRQQMDLARQQQEQIARQQQQLLQQQHKINLLQQQIQVQGHMPPLMIPIFPHDQRTLAAAAAAQQGFLFPPGITYKPG.... Result: 0 (no interaction). (2) The miRNA is hsa-miR-6726-5p with sequence CGGGAGCUGGGGUCUGCAGGU. The protein sequence of the target gene is MQQTRTEAVAGAFSRCLGFCGMRLGLLLLARHWCIAGVFPQKFDGDSAYVGMSDGNPELLSTSQTYNGQSENNEDYEIPPITPPNLPEPSLLHLGDHEASYHSLCHGLTPNGLLPAYSYQAMDLPAIMVSNMLAQDSHLLSGQLPTIQEMVHSEVAAYDSGRPGPLLGRPAMLASHMSALSQSQLISQMGIRSSIAHSSPSPPGSKSATPSPSSSTQEEESEVHFKISGEKRPSADPGKKAKNPKKKKKKDPNEPQKPVSAYALFFRDTQAAIKGQNPSATFGDVSKIVASMWDSLGEEQ.... Result: 0 (no interaction). (3) The miRNA is hsa-miR-378f with sequence ACUGGACUUGGAGCCAGAAG. The protein sequence of the target gene is MSQSGAVSCCPGATNGSLGRSDGVAKMSPKDLFEQRKKYSNSNVIMHETSQYHVQHLATFIMDKSEAITSVDDAIRKLVQLSSKEKIWTQEMLLQVNDQSLRLLDIESQEELEDFPLPTVQRSQTVLNQLRYPSVLLLVCQDSEQSKPDVHFFHCDEVEAELVHEDIESALADCRLGKKMRPQTLKGHQEKIRQRQSILPPPQGPAPIPFQHRGGDSPEAKNRVGPQVPLSEPGFRRRESQEEPRAVLAQKIEKETQILNCALDDIEWFVARLQKAAEAFKQLNQRKKGKKKGKKAPAEG.... Result: 0 (no interaction). (4) The miRNA is hsa-miR-4278 with sequence CUAGGGGGUUUGCCCUUG. The protein sequence of the target gene is MNYVGQLAGQVIVTVKELYKGINQATLSGCIDVIVVQQQDGSYQCSPFHVRFGKLGVLRSKEKVIDIEINGSAVDLHMKLGDNGEAFFVEETEEEYEKLPAYLATSPIPTEDQFFKDIDTPLVKSGGDETPSQSSDISHVLETETIFTPSSVKKKKRRRKKYKQDSKKEEQAASAAAEDTCDVGVSSDDDKGAQAARGSSNASLKEEECKEPLLFHSGDHYPLSDGDWSPLETTYPQTACPKSDSELEVKPAESLLRSESHMEWTWGGFPESTKVSKRERSDHHPRTATITPSENTHFRV.... Result: 0 (no interaction). (5) The miRNA is hsa-miR-6505-5p with sequence UUGGAAUAGGGGAUAUCUCAGC. The protein sequence of the target gene is MRVLACLLAALVGIQAVERLRLADGPHGCAGRLEVWHGGRWGTVCDDGWDLRDAAVACRQLGCGGALAAPGGAFFGEGAGPVWLSELACRGNEGQLGLCHHRGWKAHICSHEEDAGVVCAGQRVANSRDDSTSPLDGAPWPGLLLELSPSTEEPLVTHAPRPAGNPQNASRKKSPRPKQAKSTRAPLLTTGAPRQERLRLVSGPHRCAGRLEVWHGGRWGTVCDDGWDLRDAAVACRELGCGGALAAPGGARFGPGAGPVWMDDVGCGGGEQALRDCPRSPWGRSNCDHSEDAGLVCTGP.... Result: 0 (no interaction). (6) The miRNA is bta-miR-21-5p with sequence UAGCUUAUCAGACUGAUGUUGACU. The protein sequence of the target gene is MSGELSNRFQGGKAFGLLKARQERRLAEINREFLCDQKYSDEENLPEKLTAFKEKYMEFDLNNEGEIDLMSLKRMMEKLGVPKTHLEMKKMISEVTGGVSDTISYRDFVNMMLGKRSAVLKLVMMFEGKANESSPKPVGPPPERDIASLP. Result: 0 (no interaction). (7) The miRNA is hsa-miR-4679 with sequence UCUGUGAUAGAGAUUCUUUGCU. The protein sequence of the target gene is MSGFDDPGIFYSDSFGGDAQADEGQARKSQLQRRFKEFLRQYRVGTDRTGFTFKYRDELKRHYNLGEYWIEVEMEDLASFDEDLADYLYKQPAEHLQLLEEAAKEVADEVTRPRPSGEEVLQDIQVMLKSDASPSSIRSLKSDMMSHLVKIPGIIIAASAVRAKATRISIQCRSCRNTLTNIAMRPGLEGYALPRKCNTDQAGRPKCPLDPYFIMPDKCKCVDFQTLKLQELPDAVPHGEMPRHMQLYCDRYLCDKVVPGNRVTIMGIYSIKKFGLTTSRGRDRVGVGIRSSYIRVLGIQ.... Result: 0 (no interaction).